This data is from Peptide-MHC class I binding affinity with 185,985 pairs from IEDB/IMGT. The task is: Regression. Given a peptide amino acid sequence and an MHC pseudo amino acid sequence, predict their binding affinity value. This is MHC class I binding data. (1) The peptide sequence is QQRPDLILV. The MHC is HLA-B27:03 with pseudo-sequence HLA-B27:03. The binding affinity (normalized) is 0.0847. (2) The peptide sequence is IRQVLFLEKIE. The MHC is HLA-B27:05 with pseudo-sequence HLA-B27:05. The binding affinity (normalized) is 0.183.